This data is from Full USPTO retrosynthesis dataset with 1.9M reactions from patents (1976-2016). The task is: Predict the reactants needed to synthesize the given product. (1) Given the product [N:12]1([C:13]2[N:14]=[CH:15][C:16]3[CH:21]([C:22]([OH:24])=[O:23])[CH2:20][CH2:19][C:17]=3[N:18]=2)[CH:25]=[N:35][N:36]=[N:37]1, predict the reactants needed to synthesize it. The reactants are: FC(F)(F)C(O[Si](C)(C)C)=O.[NH2:12][C:13]1[N:14]=[CH:15][C:16]2[CH:21]([C:22]([OH:24])=[O:23])[CH2:20][CH2:19][C:17]=2[N:18]=1.[CH:25](OCC)(OCC)OCC.[N:35]([Si](C)(C)C)=[N+:36]=[N-:37]. (2) Given the product [CH3:43][C@H:12]1[CH2:13][CH2:14][C:15]2[C:20](=[CH:19][CH:18]=[C:17]([C:21]3[CH:22]=[N:23][N:24]([CH:26]4[CH2:27][CH2:28][NH:29][CH2:30][CH2:31]4)[CH:25]=3)[C:16]=2[O:39][CH2:40][CH2:41][CH3:42])[N:11]1[C:8](=[O:10])[CH3:9], predict the reactants needed to synthesize it. The reactants are: FC(F)(F)C(O)=O.[C:8]([N:11]1[C:20]2[C:15](=[C:16]([O:39][CH2:40][CH2:41][CH3:42])[C:17]([C:21]3[CH:22]=[N:23][N:24]([CH:26]4[CH2:31][CH2:30][N:29](C(OC(C)(C)C)=O)[CH2:28][CH2:27]4)[CH:25]=3)=[CH:18][CH:19]=2)[CH2:14][CH2:13][C@@H:12]1[CH3:43])(=[O:10])[CH3:9]. (3) Given the product [CH3:14][O:13][CH2:12][O:11][C:9]1[C:8]([I:37])=[C:7]([CH2:15][C:16]([O:18][CH3:19])=[O:17])[C:6]([C:20](=[O:29])[C:21]2[CH:22]=[CH:23][C:24]([O:27][CH3:28])=[CH:25][CH:26]=2)=[C:5]([O:4][CH2:3][O:2][CH3:1])[CH:10]=1, predict the reactants needed to synthesize it. The reactants are: [CH3:1][O:2][CH2:3][O:4][C:5]1[C:6]([C:20](=[O:29])[C:21]2[CH:26]=[CH:25][C:24]([O:27][CH3:28])=[CH:23][CH:22]=2)=[C:7]([CH2:15][C:16]([O:18][CH3:19])=[O:17])[CH:8]=[C:9]([O:11][CH2:12][O:13][CH3:14])[CH:10]=1.II.FC(F)(F)C(O[I:37](C1C=CC=CC=1)OC(=O)C(F)(F)F)=O.S([O-])([O-])(=O)=S.[Na+].[Na+]. (4) Given the product [CH3:17][C:16]1[C:11]([CH:7]2[CH2:6][CH:5]3[CH2:4][CH:3]2[CH2:2][CH2:1]3)=[N:12][CH:13]=[N:14][C:15]=1[C:18]1[CH:19]=[CH:20][CH:21]=[CH:22][CH:23]=1, predict the reactants needed to synthesize it. The reactants are: [CH2:1]1[CH:5]2[CH2:6][CH:7](Br)[CH:3]([CH2:4]2)[CH2:2]1.[Mg].Cl[C:11]1[C:16]([CH3:17])=[C:15]([C:18]2[CH:23]=[CH:22][CH:21]=[CH:20][CH:19]=2)[N:14]=[CH:13][N:12]=1.[Cl-].[NH4+]. (5) Given the product [CH:11]12[N:10]([C:7]3[CH:8]=[CH:9][C:4]([NH2:1])=[C:5]([C:17]([F:20])([F:18])[F:19])[CH:6]=3)[CH:14]([CH2:13][CH2:12]1)[CH2:15][CH2:16]2, predict the reactants needed to synthesize it. The reactants are: [N+:1]([C:4]1[CH:9]=[CH:8][C:7]([N:10]2[CH:14]3[CH2:15][CH2:16][CH:11]2[CH2:12][CH2:13]3)=[CH:6][C:5]=1[C:17]([F:20])([F:19])[F:18])([O-])=O.CC1CCCO1.[H][H]. (6) Given the product [F:24][C:25]1[CH:30]=[CH:29][C:28]([F:31])=[CH:27][C:26]=1[CH2:32][CH:33]([NH:35][C:2]1[CH:7]=[CH:6][NH:5][C:4](=[O:8])[C:3]=1[C:9]1[NH:23][C:12]2=[CH:13][C:14]3[C:15](=[O:22])[N:16]([CH3:21])[C:17](=[O:20])[C:18]=3[CH:19]=[C:11]2[N:10]=1)[CH3:34], predict the reactants needed to synthesize it. The reactants are: Cl[C:2]1[CH:7]=[CH:6][NH:5][C:4](=[O:8])[C:3]=1[C:9]1[NH:23][C:12]2=[CH:13][C:14]3[C:15](=[O:22])[N:16]([CH3:21])[C:17](=[O:20])[C:18]=3[CH:19]=[C:11]2[N:10]=1.[F:24][C:25]1[CH:30]=[CH:29][C:28]([F:31])=[CH:27][C:26]=1[CH2:32][CH:33]([NH2:35])[CH3:34].C(N(CC)C(C)C)(C)C. (7) Given the product [CH2:10]([O:12][C:13](=[O:18])[CH:14]=[C:15]([NH:8][CH2:7][CH2:6][C:5]([O:4][CH2:2][CH3:3])=[O:9])[CH3:16])[CH3:11], predict the reactants needed to synthesize it. The reactants are: Cl.[CH2:2]([O:4][C:5](=[O:9])[CH2:6][CH2:7][NH2:8])[CH3:3].[CH2:10]([O:12][C:13](=[O:18])[CH2:14][C:15](=O)[CH3:16])[CH3:11].C(=O)([O-])[O-].[K+].[K+]. (8) Given the product [Cl:13][C:14]1[CH:19]=[C:18]([Cl:20])[C:17]([Cl:21])=[CH:16][C:15]=1[S:22]([NH:1][C:2]1[S:3][CH:4]=[C:5]([CH2:7][C:8]([O:10][CH2:11][CH3:12])=[O:9])[N:6]=1)(=[O:24])=[O:23], predict the reactants needed to synthesize it. The reactants are: [NH2:1][C:2]1[S:3][CH:4]=[C:5]([CH2:7][C:8]([O:10][CH2:11][CH3:12])=[O:9])[N:6]=1.[Cl:13][C:14]1[CH:19]=[C:18]([Cl:20])[C:17]([Cl:21])=[CH:16][C:15]=1[S:22](Cl)(=[O:24])=[O:23]. (9) Given the product [Cl:1][C:2]1[CH:11]=[C:10]([C:12](=[O:13])[CH3:25])[C:9]([C:18]2[CH:23]=[CH:22][CH:21]=[CH:20][C:19]=2[F:24])=[C:8]2[C:3]=1[CH:4]=[CH:5][CH:6]=[N:7]2, predict the reactants needed to synthesize it. The reactants are: [Cl:1][C:2]1[CH:11]=[C:10]([C:12](N(OC)C)=[O:13])[C:9]([C:18]2[CH:23]=[CH:22][CH:21]=[CH:20][C:19]=2[F:24])=[C:8]2[C:3]=1[CH:4]=[CH:5][CH:6]=[N:7]2.[CH3:25][Mg]Br.